Dataset: NCI-60 drug combinations with 297,098 pairs across 59 cell lines. Task: Regression. Given two drug SMILES strings and cell line genomic features, predict the synergy score measuring deviation from expected non-interaction effect. Drug 1: CC1C(C(=O)NC(C(=O)N2CCCC2C(=O)N(CC(=O)N(C(C(=O)O1)C(C)C)C)C)C(C)C)NC(=O)C3=C4C(=C(C=C3)C)OC5=C(C(=O)C(=C(C5=N4)C(=O)NC6C(OC(=O)C(N(C(=O)CN(C(=O)C7CCCN7C(=O)C(NC6=O)C(C)C)C)C)C(C)C)C)N)C. Drug 2: CC1=C(N=C(N=C1N)C(CC(=O)N)NCC(C(=O)N)N)C(=O)NC(C(C2=CN=CN2)OC3C(C(C(C(O3)CO)O)O)OC4C(C(C(C(O4)CO)O)OC(=O)N)O)C(=O)NC(C)C(C(C)C(=O)NC(C(C)O)C(=O)NCCC5=NC(=CS5)C6=NC(=CS6)C(=O)NCCC[S+](C)C)O. Cell line: COLO 205. Synergy scores: CSS=29.4, Synergy_ZIP=-11.0, Synergy_Bliss=-6.56, Synergy_Loewe=-10.5, Synergy_HSA=-4.33.